Dataset: Merck oncology drug combination screen with 23,052 pairs across 39 cell lines. Task: Regression. Given two drug SMILES strings and cell line genomic features, predict the synergy score measuring deviation from expected non-interaction effect. Drug 1: CN1C(=O)C=CC2(C)C3CCC4(C)C(NC(=O)OCC(F)(F)F)CCC4C3CCC12. Drug 2: O=P1(N(CCCl)CCCl)NCCCO1. Cell line: SKMES1. Synergy scores: synergy=7.87.